From a dataset of Ames mutagenicity test results for genotoxicity prediction. Regression/Classification. Given a drug SMILES string, predict its toxicity properties. Task type varies by dataset: regression for continuous values (e.g., LD50, hERG inhibition percentage) or binary classification for toxic/non-toxic outcomes (e.g., AMES mutagenicity, cardiotoxicity, hepatotoxicity). Dataset: ames. (1) The drug is CC(=O)OC1CC(C)OC(C)O1. The result is 1 (mutagenic). (2) The compound is O=C(O)CC(C(=O)O)C(CC(=O)O)C(=O)O. The result is 1 (mutagenic). (3) The drug is c1ccc2c(c1)c1cccc3ccc4cccc2c4c31. The result is 1 (mutagenic). (4) The compound is COc1ccccc1O. The result is 0 (non-mutagenic). (5) The molecule is C=CCn1cc2c3c(cccc31)C1CC(C)CN(C#N)C1C2. The result is 1 (mutagenic). (6) The compound is CC/C=C/C=C/C=C/C=C/C=C/OC. The result is 1 (mutagenic). (7) The molecule is COc1ccc2cc3c4c(cc(OC)c(OC)c4c2c1)CCN3C. The result is 0 (non-mutagenic). (8) The drug is CC(=O)[C@H]1CC[C@@H]2[C@@H]3CCC4=CC(=O)CC[C@]4(C)[C@H]3CC[C@]12C. The result is 0 (non-mutagenic). (9) The drug is COC(=O)/C(C)=C/C=C/C(C)=C/C=C/C=C(C)/C=C/C=C(C)/C=C/C1=C(C)CCCC1(C)C. The result is 0 (non-mutagenic). (10) The molecule is O=[N+]([O-])c1cc(C(F)(F)F)cc([N+](=O)[O-])c1Cl. The result is 0 (non-mutagenic).